From a dataset of Catalyst prediction with 721,799 reactions and 888 catalyst types from USPTO. Predict which catalyst facilitates the given reaction. (1) Reactant: [F:1][C:2]1[C:7]([C:8]2[CH:9]=[C:10]([CH2:13][N:14]([CH3:22])[C:15](=[O:21])[O:16][C:17]([CH3:20])([CH3:19])[CH3:18])[S:11][CH:12]=2)=[CH:6][CH:5]=[CH:4][N:3]=1.[Br:23]N1C(=O)CCC1=O.C(=O)([O-])O.[Na+]. Product: [Br:23][C:12]1[S:11][C:10]([CH2:13][N:14]([CH3:22])[C:15](=[O:21])[O:16][C:17]([CH3:18])([CH3:19])[CH3:20])=[CH:9][C:8]=1[C:7]1[C:2]([F:1])=[N:3][CH:4]=[CH:5][CH:6]=1. The catalyst class is: 9. (2) Reactant: C([BH3-])#N.[Na+].[CH2:5]1[C:16]2[C:15]3[CH:14]=[CH:13][CH:12]=[CH:11][C:10]=3[NH:9][C:8]=2[CH2:7][CH2:6]1.N. Product: [CH2:5]1[CH:16]2[CH:8]([NH:9][C:10]3[CH:11]=[CH:12][CH:13]=[CH:14][C:15]=32)[CH2:7][CH2:6]1. The catalyst class is: 86.